The task is: Predict the reactants needed to synthesize the given product.. This data is from Full USPTO retrosynthesis dataset with 1.9M reactions from patents (1976-2016). (1) Given the product [Cl:6][C:7]1[CH:13]=[CH:12][CH:11]=[C:10]([Cl:14])[C:8]=1[N+:9]([O-:2])=[O:17], predict the reactants needed to synthesize it. The reactants are: S(=O)(=O)(O)[OH:2].[Cl:6][C:7]1[CH:13]=[CH:12][CH:11]=[C:10]([Cl:14])[C:8]=1[NH2:9].OO.[OH-:17].[Na+]. (2) Given the product [C:1]([C:3]1[CH:11]=[CH:10][C:6]([NH:47][C:45]([NH:53][C:54]2[CH:59]=[CH:58][C:57]([C:60]3[CH:68]=[CH:67][C:66]([C:69]4[NH:70][C:71]([CH3:74])=[CH:72][N:73]=4)=[C:65]4[C:61]=3[CH2:62][NH:63][C:64]4=[O:75])=[C:56]([F:76])[CH:55]=2)=[O:46])=[CH:5][C:4]=1[F:12])#[N:2], predict the reactants needed to synthesize it. The reactants are: [C:1]([C:3]1[CH:11]=[CH:10][C:6](C(O)=O)=[CH:5][C:4]=1[F:12])#[N:2].C(N(CC)CC)C.C1(OP(N=[N+]=[N-])(=O)OC2C=CC=CC=2)C=CC=CC=1.C(C1C=CC([C:45]([N:47]=[N+]=[N-])=[O:46])=CC=1F)#N.[NH2:53][C:54]1[CH:59]=[CH:58][C:57]([C:60]2[CH:68]=[CH:67][C:66]([C:69]3[NH:70][C:71]([CH3:74])=[CH:72][N:73]=3)=[C:65]3[C:61]=2[CH2:62][NH:63][C:64]3=[O:75])=[C:56]([F:76])[CH:55]=1. (3) Given the product [Br:20][CH2:21][CH2:22][O:1][C:2]1[CH:11]=[CH:10][C:5]([C:6]([O:8][CH3:9])=[O:7])=[CH:4][C:3]=1[O:12][CH3:13], predict the reactants needed to synthesize it. The reactants are: [OH:1][C:2]1[CH:11]=[CH:10][C:5]([C:6]([O:8][CH3:9])=[O:7])=[CH:4][C:3]=1[O:12][CH3:13].C([O-])([O-])=O.[K+].[K+].[Br:20][CH2:21][CH2:22]Br. (4) The reactants are: Cl[C:2]1[CH:17]=[CH:16][C:5]2[NH:6][C:7](=[O:15])[O:8][C:9]([CH3:14])([C:10]([F:13])([F:12])[F:11])[C:4]=2[CH:3]=1.[CH3:18][O:19][C:20]1[CH:21]=[C:22](B(O)O)[CH:23]=[CH:24][CH:25]=1.P([O-])([O-])([O-])=O.[K+].[K+].[K+].[Cl-].[NH4+]. Given the product [CH3:18][O:19][C:20]1[CH:25]=[C:24]([C:2]2[CH:17]=[CH:16][C:5]3[NH:6][C:7](=[O:15])[O:8][C:9]([CH3:14])([C:10]([F:13])([F:12])[F:11])[C:4]=3[CH:3]=2)[CH:23]=[CH:22][CH:21]=1, predict the reactants needed to synthesize it.